From a dataset of Reaction yield outcomes from USPTO patents with 853,638 reactions. Predict the reaction yield, written as a fraction of the theoretical maximum amount of product (1.0 means a 100% yield; for example, 0.34 means a 34% yield). (1) The reactants are [C:1](OC)([O:5][CH3:6])([O:3]C)[CH3:2].[CH3:9][C:10]1[CH:15]=[CH:14][C:13]([CH:16](O)[C:17]([CH3:19])=[CH2:18])=[CH:12][CH:11]=1.C(O)(=O)CC. The catalyst is CO. The product is [CH3:19]/[C:17](=[CH:16]\[C:13]1[CH:12]=[CH:11][C:10]([CH3:9])=[CH:15][CH:14]=1)/[CH2:18][CH2:2][C:1]([O:5][CH3:6])=[O:3]. The yield is 0.400. (2) The reactants are C([O:3][C:4]([C:6]1([C:9]2[CH:14]=[CH:13][C:12]([C:15]3[CH:20]=[CH:19][C:18]([C:21]4[S:22][C:23]([F:38])=[CH:24][C:25]=4[NH:26][C:27]([O:29][CH:30]([C:32]4[C:36]([CH3:37])=[CH:35][S:34][CH:33]=4)[CH3:31])=[O:28])=[CH:17][C:16]=3[O:39][CH3:40])=[CH:11][CH:10]=2)[CH2:8][CH2:7]1)=[O:5])C.[OH-].[Na+].O1CCCC1.Cl. The catalyst is C(O)(C)C. The product is [F:38][C:23]1[S:22][C:21]([C:18]2[CH:19]=[CH:20][C:15]([C:12]3[CH:13]=[CH:14][C:9]([C:6]4([C:4]([OH:5])=[O:3])[CH2:7][CH2:8]4)=[CH:10][CH:11]=3)=[C:16]([O:39][CH3:40])[CH:17]=2)=[C:25]([NH:26][C:27]([O:29][CH:30]([C:32]2[C:36]([CH3:37])=[CH:35][S:34][CH:33]=2)[CH3:31])=[O:28])[CH:24]=1. The yield is 0.540.